Task: Predict which catalyst facilitates the given reaction.. Dataset: Catalyst prediction with 721,799 reactions and 888 catalyst types from USPTO (1) Reactant: [Cl-].O[NH3+:3].[C:4](=[O:7])([O-])[OH:5].[Na+].CS(C)=O.[CH:13]1([C:16]2[C:21](=[O:22])[N:20]([CH2:23][C:24]3[CH:29]=[CH:28][C:27]([C:30]4[C:31]([C:36]#[N:37])=[CH:32][CH:33]=[CH:34][CH:35]=4)=[CH:26][CH:25]=3)[C:19]([CH2:38][CH2:39][CH3:40])=[N:18][C:17]=2[CH2:41][CH3:42])[CH2:15][CH2:14]1. Product: [CH:13]1([C:16]2[C:21](=[O:22])[N:20]([CH2:23][C:24]3[CH:29]=[CH:28][C:27]([C:30]4[CH:35]=[CH:34][CH:33]=[CH:32][C:31]=4[C:36]4[NH:3][C:4](=[O:7])[O:5][N:37]=4)=[CH:26][CH:25]=3)[C:19]([CH2:38][CH2:39][CH3:40])=[N:18][C:17]=2[CH2:41][CH3:42])[CH2:14][CH2:15]1. The catalyst class is: 6. (2) Reactant: [C:1](=[N:4][OH:5])([NH2:3])[CH3:2].C[O-].[Na+].[C@:9]12([C:22](OCC)=O)[CH2:14][C@H:13]1[CH2:12][N:11]([C:15]([O:17][C:18]([CH3:21])([CH3:20])[CH3:19])=[O:16])[CH2:10]2. Product: [CH3:2][C:1]1[N:3]=[C:22]([C@:9]23[CH2:14][C@H:13]2[CH2:12][N:11]([C:15]([O:17][C:18]([CH3:21])([CH3:20])[CH3:19])=[O:16])[CH2:10]3)[O:5][N:4]=1. The catalyst class is: 504. (3) Reactant: [Cl:1][C:2]1[N:7]=[C:6](Cl)[C:5]([Cl:9])=[CH:4][N:3]=1.[NH2:10][C:11]1[CH:22]=[CH:21][CH:20]=[CH:19][C:12]=1[C:13]([NH:15][CH:16]([CH3:18])[CH3:17])=[O:14].C(N(C(C)C)CC)(C)C. Product: [Cl:1][C:2]1[N:7]=[C:6]([NH:10][C:11]2[CH:22]=[CH:21][CH:20]=[CH:19][C:12]=2[C:13]([NH:15][CH:16]([CH3:18])[CH3:17])=[O:14])[C:5]([Cl:9])=[CH:4][N:3]=1. The catalyst class is: 32. (4) Reactant: [CH3:1][C:2]1([CH3:20])[CH2:11][CH:10]=[C:9]([C:12]2[S:13][CH:14]=[CH:15][CH:16]=2)[C:8]2[CH:7]=[C:6]([C:17]([OH:19])=[O:18])[CH:5]=[CH:4][C:3]1=2.O[C:22]1[CH:32]=[CH:31][C:25]([C:26]([O:28][CH2:29][CH3:30])=[O:27])=[CH:24][CH:23]=1.Cl.CN(C)CCCN=C=NCC.CCOC(C)=O. Product: [CH3:1][C:2]1([CH3:20])[CH2:11][CH:10]=[C:9]([C:12]2[S:13][CH:14]=[CH:15][CH:16]=2)[C:8]2[CH:7]=[C:6]([C:17]([O:19][C:22]3[CH:32]=[CH:31][C:25]([C:26]([O:28][CH2:29][CH3:30])=[O:27])=[CH:24][CH:23]=3)=[O:18])[CH:5]=[CH:4][C:3]1=2. The catalyst class is: 3. (5) Reactant: Br[C:2]1[CH:3]=[C:4]2[C:31](=[CH:32][CH:33]=1)[O:30][CH2:29][C:25]1([CH2:28][O:27][CH2:26]1)[C:5]12[CH2:9][O:8][C:7]([N:10]([C:18]([O:20][C:21]([CH3:24])([CH3:23])[CH3:22])=[O:19])[C:11]([O:13][C:14]([CH3:17])([CH3:16])[CH3:15])=[O:12])=[N:6]1.CC1(C)C(C)(C)OB([C:42]2[CH2:43][CH2:44][O:45][CH2:46][CH:47]=2)O1.C([O-])([O-])=O.[Na+].[Na+]. Product: [C:14]([O:13][C:11]([N:10]([C:7]1[O:8][CH2:9][C:5]2([N:6]=1)[C:25]1([CH2:26][O:27][CH2:28]1)[CH2:29][O:30][C:31]1[C:4]2=[CH:3][C:2]([C:42]2[CH2:47][CH2:46][O:45][CH2:44][CH:43]=2)=[CH:33][CH:32]=1)[C:18]([O:20][C:21]([CH3:22])([CH3:24])[CH3:23])=[O:19])=[O:12])([CH3:16])([CH3:15])[CH3:17]. The catalyst class is: 551. (6) Reactant: Br[C:2]1[CH:10]=[CH:9][C:8]([C:11]([NH2:13])=[O:12])=[C:7]2[C:3]=1[CH:4]=[CH:5][NH:6]2.CC1(C)C(C)(C)OB([C:22]2[CH:23]=[C:24]([CH:26]=[CH:27][CH:28]=2)[NH2:25])O1.C(=O)([O-])[O-].[Na+].[Na+]. Product: [NH2:25][C:24]1[CH:23]=[C:22]([C:2]2[CH:10]=[CH:9][C:8]([C:11]([NH2:13])=[O:12])=[C:7]3[C:3]=2[CH:4]=[CH:5][NH:6]3)[CH:28]=[CH:27][CH:26]=1. The catalyst class is: 140.